The task is: Regression. Given two drug SMILES strings and cell line genomic features, predict the synergy score measuring deviation from expected non-interaction effect.. This data is from NCI-60 drug combinations with 297,098 pairs across 59 cell lines. (1) Drug 1: CN1C2=C(C=C(C=C2)N(CCCl)CCCl)N=C1CCCC(=O)O.Cl. Drug 2: B(C(CC(C)C)NC(=O)C(CC1=CC=CC=C1)NC(=O)C2=NC=CN=C2)(O)O. Cell line: M14. Synergy scores: CSS=84.8, Synergy_ZIP=6.02, Synergy_Bliss=4.76, Synergy_Loewe=-14.7, Synergy_HSA=7.06. (2) Drug 1: C1=CC(=CC=C1CCCC(=O)O)N(CCCl)CCCl. Drug 2: CC1=CC=C(C=C1)C2=CC(=NN2C3=CC=C(C=C3)S(=O)(=O)N)C(F)(F)F. Cell line: UACC-257. Synergy scores: CSS=-3.39, Synergy_ZIP=-3.50, Synergy_Bliss=-7.05, Synergy_Loewe=-8.91, Synergy_HSA=-7.06.